The task is: Regression. Given two drug SMILES strings and cell line genomic features, predict the synergy score measuring deviation from expected non-interaction effect.. This data is from NCI-60 drug combinations with 297,098 pairs across 59 cell lines. (1) Drug 1: C1CC(=O)NC(=O)C1N2CC3=C(C2=O)C=CC=C3N. Drug 2: CCN(CC)CCNC(=O)C1=C(NC(=C1C)C=C2C3=C(C=CC(=C3)F)NC2=O)C. Cell line: SW-620. Synergy scores: CSS=2.87, Synergy_ZIP=-0.383, Synergy_Bliss=0.244, Synergy_Loewe=0.503, Synergy_HSA=-0.903. (2) Drug 1: CC1=C(C=C(C=C1)C(=O)NC2=CC(=CC(=C2)C(F)(F)F)N3C=C(N=C3)C)NC4=NC=CC(=N4)C5=CN=CC=C5. Drug 2: C(CC(=O)O)C(=O)CN.Cl. Cell line: TK-10. Synergy scores: CSS=2.78, Synergy_ZIP=-3.35, Synergy_Bliss=-4.88, Synergy_Loewe=-2.53, Synergy_HSA=-3.85. (3) Drug 1: CC1=C(C(=O)C2=C(C1=O)N3CC4C(C3(C2COC(=O)N)OC)N4)N. Drug 2: C1CNP(=O)(OC1)N(CCCl)CCCl. Cell line: MALME-3M. Synergy scores: CSS=8.22, Synergy_ZIP=-4.22, Synergy_Bliss=-2.15, Synergy_Loewe=-14.3, Synergy_HSA=-2.79. (4) Drug 1: C1=NC2=C(N=C(N=C2N1C3C(C(C(O3)CO)O)O)F)N. Drug 2: C1CN(CCN1C(=O)CCBr)C(=O)CCBr. Cell line: A498. Synergy scores: CSS=13.5, Synergy_ZIP=-4.11, Synergy_Bliss=-2.64, Synergy_Loewe=-0.468, Synergy_HSA=0.318. (5) Drug 1: CCC1(CC2CC(C3=C(CCN(C2)C1)C4=CC=CC=C4N3)(C5=C(C=C6C(=C5)C78CCN9C7C(C=CC9)(C(C(C8N6C=O)(C(=O)OC)O)OC(=O)C)CC)OC)C(=O)OC)O.OS(=O)(=O)O. Drug 2: CC1CCC2CC(C(=CC=CC=CC(CC(C(=O)C(C(C(=CC(C(=O)CC(OC(=O)C3CCCCN3C(=O)C(=O)C1(O2)O)C(C)CC4CCC(C(C4)OC)OCCO)C)C)O)OC)C)C)C)OC. Cell line: EKVX. Synergy scores: CSS=6.86, Synergy_ZIP=4.33, Synergy_Bliss=11.0, Synergy_Loewe=6.83, Synergy_HSA=7.43. (6) Drug 1: CC12CCC(CC1=CCC3C2CCC4(C3CC=C4C5=CN=CC=C5)C)O. Drug 2: C1CNP(=O)(OC1)N(CCCl)CCCl. Cell line: SR. Synergy scores: CSS=9.66, Synergy_ZIP=-6.11, Synergy_Bliss=-14.3, Synergy_Loewe=-34.9, Synergy_HSA=-15.2. (7) Cell line: UACC-257. Synergy scores: CSS=53.5, Synergy_ZIP=-1.58, Synergy_Bliss=0.541, Synergy_Loewe=-1.11, Synergy_HSA=4.35. Drug 1: CCC(=C(C1=CC=CC=C1)C2=CC=C(C=C2)OCCN(C)C)C3=CC=CC=C3.C(C(=O)O)C(CC(=O)O)(C(=O)O)O. Drug 2: CC1C(C(CC(O1)OC2CC(CC3=C2C(=C4C(=C3O)C(=O)C5=CC=CC=C5C4=O)O)(C(=O)C)O)N)O.